Task: Predict the reaction yield, written as a fraction of the theoretical maximum amount of product (1.0 means a 100% yield; for example, 0.34 means a 34% yield).. Dataset: Reaction yield outcomes from USPTO patents with 853,638 reactions (1) The reactants are ClC(Cl)(O[C:5](=[O:11])[O:6][C:7](Cl)(Cl)Cl)Cl.[Cl:13][C:14]1[C:15]([O:24][C:25]2[CH:30]=[C:29]([O:31][CH2:32][CH2:33][O:34][CH3:35])[CH:28]=[CH:27][C:26]=2/[CH:36]=[CH:37]/CO)=[N:16][CH:17]=[C:18]([C:20]([F:23])([F:22])[F:21])[CH:19]=1.[CH2:40]([S:45]([NH2:48])(=[O:47])=[O:46])[CH2:41][CH2:42][CH2:43][CH3:44].C(N(CC)C(C)C)(C)C.Cl. The catalyst is C1(C)C=CC=CC=1.CN(C)C1C=CN=CC=1.C(OCC)(=O)C.O1CCCC1.N1C=CC=CC=1. The product is [CH2:40]([S:45]([NH:48][C:5](=[O:11])[O:6][CH2:7]/[CH:37]=[CH:36]/[C:26]1[CH:27]=[CH:28][C:29]([O:31][CH2:32][CH2:33][O:34][CH3:35])=[CH:30][C:25]=1[O:24][C:15]1[C:14]([Cl:13])=[CH:19][C:18]([C:20]([F:23])([F:22])[F:21])=[CH:17][N:16]=1)(=[O:47])=[O:46])[CH2:41][CH2:42][CH2:43][CH3:44]. The yield is 0.0300. (2) The reactants are [CH3:1][C:2]1[CH:7]=[C:6]([CH3:8])[CH:5]=[C:4]([CH3:9])[C:3]=1[C:10]1[CH:15]=[CH:14][CH:13]=[C:12]([CH:16]=[O:17])[CH:11]=1.[BH4-].[Na+].C(O)(=O)CC(CC(O)=O)(C(O)=O)O. The catalyst is C(O)C. The product is [CH3:9][C:4]1[CH:5]=[C:6]([CH3:8])[CH:7]=[C:2]([CH3:1])[C:3]=1[C:10]1[CH:15]=[CH:14][CH:13]=[C:12]([CH2:16][OH:17])[CH:11]=1. The yield is 0.700.